From a dataset of Reaction yield outcomes from USPTO patents with 853,638 reactions. Predict the reaction yield, written as a fraction of the theoretical maximum amount of product (1.0 means a 100% yield; for example, 0.34 means a 34% yield). (1) The reactants are [C:1](=[O:8])([O:3][C:4]([CH3:7])([CH3:6])[CH3:5])[NH2:2].[OH-:9].[Na+].ClO[C:13]([CH3:16])([CH3:15])[CH3:14].CC[C@@H]1[C@@H]2C[C@H]([C@@H](OC3[C:50]4[C:45](=C[CH:47]=[CH:48][CH:49]=4)[C:44]([O:51][C@@H:52](C4C=CN=C5C=4C=C(OC)C=C5)[C@@H]4N5C[C@H](CC)[C@@H](CC5)C4)=[N:43]N=3)C3C=CN=C4C=3C=C(OC)C=C4)N(CC2)C1.CC[C@H]1[C@H]2C[C@H]([C@H](OC3C4C(=CC=CC=4)C(O[C@H](C4C=CN=C5C=4C=C(OC)C=C5)[C@@H]4N5C[C@H](CC)[C@@H](CC5)C4)=NN=3)C3C=CN=C4C=3C=[C:89]([O:96]C)C=C4)N(CC2)C1.[O-]S([O-])=O.[Na+].[Na+].[CH2:139]([OH:142])[CH2:140]C. The catalyst is O.C(O)CC.O.O.[O-][Os]([O-])(=O)=O.[K+].[K+]. The product is [CH3:89][O:96][C:139](=[O:142])[C@@H:140]([OH:9])[C@H:14]([NH:2][C:1]([O:3][C:4]([CH3:7])([CH3:6])[CH3:5])=[O:8])[C:13]1[CH:16]=[CH:47][CH:48]=[C:49]2[C:15]=1[N:43]=[C:44]([O:51][CH3:52])[CH:45]=[CH:50]2. The yield is 0.630. (2) The reactants are CC[N:3]([CH:7]([CH3:9])[CH3:8])C(C)C.BrCC(C1[CH:19]=[CH:18][C:17]([Br:20])=[CH:16][CH:15]=1)=O.[C:21]([O:25][C:26]([N:28]1[C@H:33]([C:34](O)=O)[CH2:32][C@@H:31]2[C@H:29]1[CH2:30]2)=[O:27])([CH3:24])([CH3:23])[CH3:22].C([O-])(=O)C.[NH4+:41]. The catalyst is CC#N. The product is [Br:20][C:17]1[CH:18]=[CH:19][C:9]([C:7]2[NH:3][C:34]([C@@H:33]3[CH2:32][C@@H:31]4[C@@H:29]([CH2:30]4)[N:28]3[C:26]([O:25][C:21]([CH3:24])([CH3:23])[CH3:22])=[O:27])=[N:41][CH:8]=2)=[CH:15][CH:16]=1. The yield is 0.888. (3) The reactants are C(NC(=O)O)(C)(C)C.[CH:9]1([CH2:12][C:13]2([S:16]([NH2:19])(=[O:18])=[O:17])[CH2:15][CH2:14]2)[CH2:11][CH2:10]1.COCC1(S(N)(=O)=O)CC1. The product is [CH:9]1([CH2:12][C:13]2([S:16]([NH2:19])(=[O:17])=[O:18])[CH2:14][CH2:15]2)[CH2:10][CH2:11]1. No catalyst specified. The yield is 0.650. (4) The reactants are [O:1]1[C:5]2[C:6]3[C:7](=[CH:13][CH2:14][NH2:15])[CH2:8][CH2:9][C:10]=3[CH:11]=[CH:12][C:4]=2[N:3]=[CH:2]1.C(N(CC)CC)C.[C:23](OC(=O)C)(=[O:25])[CH3:24].C(=O)([O-])O.[Na+]. The catalyst is O1CCCC1. The product is [O:1]1[C:5]2[C:6]3[C:7](=[CH:13][CH2:14][NH:15][C:23](=[O:25])[CH3:24])[CH2:8][CH2:9][C:10]=3[CH:11]=[CH:12][C:4]=2[N:3]=[CH:2]1. The yield is 0.530. (5) The reactants are [OH:1][CH:2]([CH2:27][CH3:28])[CH2:3][NH:4][C:5]([C:7]1[C:11]([NH:12][C:13]([C:15]2[CH:20]=[CH:19][CH:18]=[CH:17][N:16]=2)=[O:14])=[CH:10][N:9](C2CCCCO2)[N:8]=1)=[O:6].O.C1(C)C=CC(S(O)(=O)=O)=CC=1.C(=O)([O-])O.[Na+]. The catalyst is C(O)C. The product is [OH:1][CH:2]([CH2:27][CH3:28])[CH2:3][NH:4][C:5]([C:7]1[C:11]([NH:12][C:13]([C:15]2[CH:20]=[CH:19][CH:18]=[CH:17][N:16]=2)=[O:14])=[CH:10][NH:9][N:8]=1)=[O:6]. The yield is 0.730. (6) The reactants are O[CH:2]([C:4]1[O:5][C:6](=[O:36])[C:7]2[C:12]([C:13]=1[C:14]1[S:18][C:17]([CH2:19][N:20]3[CH2:25][CH2:24][N:23]([C:26]([O:28][CH2:29][C:30]4[CH:35]=[CH:34][CH:33]=[CH:32][CH:31]=4)=[O:27])[CH2:22][CH2:21]3)=[CH:16][CH:15]=1)=[CH:11][CH:10]=[CH:9][CH:8]=2)[CH3:3].BrP(Br)Br.C(Cl)Cl.[F:44][C:45]1[CH:46]=[C:47]([C:53]2[C:61]3[C:56](=[N:57][CH:58]=[N:59][C:60]=3[NH2:62])[NH:55][N:54]=2)[CH:48]=[C:49]([O:51][CH3:52])[CH:50]=1.C(=O)([O-])[O-].[K+].[K+].[Br-]. The catalyst is CN(C=O)C.CO.C(#N)C. The product is [NH2:62][C:60]1[N:59]=[CH:58][N:57]=[C:56]2[N:55]([CH:2]([C:4]3[O:5][C:6](=[O:36])[C:7]4[C:12]([C:13]=3[C:14]3[S:18][C:17]([CH2:19][N:20]5[CH2:21][CH2:22][N:23]([C:26]([O:28][CH2:29][C:30]6[CH:31]=[CH:32][CH:33]=[CH:34][CH:35]=6)=[O:27])[CH2:24][CH2:25]5)=[CH:16][CH:15]=3)=[CH:11][CH:10]=[CH:9][CH:8]=4)[CH3:3])[N:54]=[C:53]([C:47]3[CH:48]=[C:49]([O:51][CH3:52])[CH:50]=[C:45]([F:44])[CH:46]=3)[C:61]=12. The yield is 0.345. (7) The reactants are [OH:1][CH:2]([C:4]1[N:8]=[CH:7][N:6]([C:9]2[N:10]=[CH:11][C:12]([O:25][CH3:26])=[C:13]3[C:17]([C:18](=[O:24])[C:19]([O:21]CC)=[O:20])=[CH:16][NH:15][C:14]=23)[N:5]=1)[CH3:3].C([O-])([O-])=O.[K+].[K+].Cl. The catalyst is CO.O. The product is [OH:1][CH:2]([C:4]1[N:8]=[CH:7][N:6]([C:9]2[N:10]=[CH:11][C:12]([O:25][CH3:26])=[C:13]3[C:17]([C:18](=[O:24])[C:19]([OH:21])=[O:20])=[CH:16][NH:15][C:14]=23)[N:5]=1)[CH3:3]. The yield is 0.499. (8) The reactants are [CH2:1]([O:3][C:4]([N:6]1[CH2:11][CH2:10][CH:9]([NH:12][C:13]2[CH:18]=[CH:17][C:16]([F:19])=[CH:15][C:14]=2[NH2:20])[CH2:8][CH2:7]1)=[O:5])[CH3:2].C(N(CC)CC)C.[O:28]=[C:29](Cl)OC(Cl)(Cl)Cl. The catalyst is C(Cl)Cl. The product is [CH2:1]([O:3][C:4]([N:6]1[CH2:7][CH2:8][CH:9]([N:12]2[C:13]3[CH:18]=[CH:17][C:16]([F:19])=[CH:15][C:14]=3[NH:20][C:29]2=[O:28])[CH2:10][CH2:11]1)=[O:5])[CH3:2]. The yield is 0.710. (9) The reactants are [CH3:1][O:2][C:3](=[O:10])[CH2:4][C:5]([CH:7]1[CH2:9][CH2:8]1)=O.C([O:13][C:14](=O)[C:15]1[CH:20]=[CH:19][CH:18]=[CH:17][C:16]=1[NH2:21])C.[C:23]1(C)C=CC=CC=1. The catalyst is C1(C)C=CC(S(O)(=O)=O)=CC=1. The product is [CH2:1]([O:2][C:3]([C:4]1[C:14](=[O:13])[C:15]2[C:16](=[CH:17][CH:18]=[CH:19][CH:20]=2)[NH:21][C:5]=1[CH:7]1[CH2:9][CH2:8]1)=[O:10])[CH3:23]. The yield is 0.530.